This data is from Plasma protein binding rate (PPBR) regression data from AstraZeneca. The task is: Regression/Classification. Given a drug SMILES string, predict its absorption, distribution, metabolism, or excretion properties. Task type varies by dataset: regression for continuous measurements (e.g., permeability, clearance, half-life) or binary classification for categorical outcomes (e.g., BBB penetration, CYP inhibition). For this dataset (ppbr_az), we predict Y. (1) The compound is COc1cnc(-c2cccc(F)c2C(F)(F)CNC(=O)c2ccc(COCC(F)(F)F)nc2)cn1. The Y is 96.7 %. (2) The drug is O=C(NCc1ccccn1)c1cc(-c2ccccc2)nc2ccccc12. The Y is 98.7 %.